This data is from Reaction yield outcomes from USPTO patents with 853,638 reactions. The task is: Predict the reaction yield, written as a fraction of the theoretical maximum amount of product (1.0 means a 100% yield; for example, 0.34 means a 34% yield). The reactants are ClC1C=CC2SC=C(CN3CCN(C4SC(C(O)=O)=C(C)N=4)C3=O)C=2C=1.[CH3:27][C:28]1[N:29]=[C:30]([N:36]2[CH2:40][CH2:39][N:38]([CH2:41][C:42]3[CH:46]=[C:45]([CH3:47])[O:44][N:43]=3)[C:37]2=[O:48])[S:31][C:32]=1[C:33]([OH:35])=O.[NH2:49][CH2:50][C:51]1[CH:52]=[N:53][CH:54]=[CH:55][CH:56]=1. No catalyst specified. The product is [CH3:27][C:28]1[N:29]=[C:30]([N:36]2[CH2:40][CH2:39][N:38]([CH2:41][C:42]3[CH:46]=[C:45]([CH3:47])[O:44][N:43]=3)[C:37]2=[O:48])[S:31][C:32]=1[C:33]([NH:49][CH2:50][C:51]1[CH:52]=[N:53][CH:54]=[CH:55][CH:56]=1)=[O:35]. The yield is 0.570.